Dataset: Full USPTO retrosynthesis dataset with 1.9M reactions from patents (1976-2016). Task: Predict the reactants needed to synthesize the given product. (1) Given the product [CH3:1][O:2][C:3](=[O:30])[C:4]1[CH:9]=[C:8]([CH2:10][NH:11][S:39]([CH3:38])(=[O:41])=[O:40])[CH:7]=[CH:6][C:5]=1[CH2:12][N:13]([CH2:14][C:15]1[C:20]([CH3:21])=[CH:19][CH:18]=[CH:17][N:16]=1)[CH2:22][C:23]1[C:28]([CH3:29])=[CH:27][CH:26]=[CH:25][N:24]=1, predict the reactants needed to synthesize it. The reactants are: [CH3:1][O:2][C:3](=[O:30])[C:4]1[CH:9]=[C:8]([CH2:10][NH2:11])[CH:7]=[CH:6][C:5]=1[CH2:12][N:13]([CH2:22][C:23]1[C:28]([CH3:29])=[CH:27][CH:26]=[CH:25][N:24]=1)[CH2:14][C:15]1[C:20]([CH3:21])=[CH:19][CH:18]=[CH:17][N:16]=1.CCN(CC)CC.[CH3:38][S:39](Cl)(=[O:41])=[O:40].C([O-])(O)=O.[Na+]. (2) Given the product [C:9]([O:13][C:14](=[O:21])[NH:15][C@H:16]1[CH2:20][CH2:19][N:18]([C:5]2[CH:4]=[CH:3][C:2]([Br:1])=[CH:7][N:6]=2)[CH2:17]1)([CH3:12])([CH3:10])[CH3:11], predict the reactants needed to synthesize it. The reactants are: [Br:1][C:2]1[CH:3]=[CH:4][C:5](F)=[N:6][CH:7]=1.[C:9]([O:13][C:14](=[O:21])[NH:15][C@H:16]1[CH2:20][CH2:19][NH:18][CH2:17]1)([CH3:12])([CH3:11])[CH3:10].C([O-])([O-])=O.[K+].[K+].